From a dataset of Retrosynthesis with 50K atom-mapped reactions and 10 reaction types from USPTO. Predict the reactants needed to synthesize the given product. (1) The reactants are: CC(=O)NC[C@H]1CN(c2ccc3c(c2)CCCCC3=O)C(=O)O1.O=Cc1ccc(F)cc1. Given the product CC(=O)NC[C@H]1CN(c2ccc3c(c2)CCCC(=Cc2ccc(F)cc2)C3=O)C(=O)O1, predict the reactants needed to synthesize it. (2) Given the product CC(C)(C)OC(=O)N1CCN(c2ncnc3cc(Cl)c(-c4ccc(Cl)cc4)cc23)CC1, predict the reactants needed to synthesize it. The reactants are: CC(C)(C)OC(=O)N1CCN(c2ncnc3cc(Cl)c(Br)cc23)CC1.OB(O)c1ccc(Cl)cc1. (3) Given the product Fc1ccccc1CO[C@H]1CO[C@@H](c2ccccc2)OC1, predict the reactants needed to synthesize it. The reactants are: Fc1ccccc1CCl.O[C@H]1CO[C@@H](c2ccccc2)OC1.